The task is: Predict which catalyst facilitates the given reaction.. This data is from Catalyst prediction with 721,799 reactions and 888 catalyst types from USPTO. (1) Reactant: [F:1][C:2]1[CH:16]=[C:15]([F:17])[CH:14]=[CH:13][C:3]=1[CH2:4][O:5][C:6]1[CH:11]=[CH:10][NH:9][C:8](=[O:12])[CH:7]=1.[Br:18]Br. Product: [Br:18][C:7]1[C:8](=[O:12])[NH:9][CH:10]=[CH:11][C:6]=1[O:5][CH2:4][C:3]1[CH:13]=[CH:14][C:15]([F:17])=[CH:16][C:2]=1[F:1]. The catalyst class is: 52. (2) Reactant: [CH3:1][N:2]1[C:6]2=[N:7][CH:8]=[C:9]([C:11]([O-:13])=[O:12])[CH:10]=[C:5]2[N:4]=[C:3]1[CH2:14][CH2:15][C:16]1[CH:21]=[CH:20][C:19]([C:22]#[N:23])=[CH:18][CH:17]=1.[OH-].[Li+]. Product: [CH3:1][N:2]1[C:6]2=[N:7][CH:8]=[C:9]([C:11]([OH:13])=[O:12])[CH:10]=[C:5]2[N:4]=[C:3]1[CH2:14][CH2:15][C:16]1[CH:17]=[CH:18][C:19]([C:22]#[N:23])=[CH:20][CH:21]=1. The catalyst class is: 24. (3) Reactant: [Cl:1]C(Cl)(Cl)C(Cl)=O.[F:8][C:9]([F:36])([F:35])[C:10]([CH2:25][C:26]1[NH:34][C:33]2[CH:32]=[CH:31][N:30]=[CH:29][C:28]=2[CH:27]=1)([OH:24])[CH2:11][C:12]([C:15]1[CH:20]=[C:19]([F:21])[CH:18]=[CH:17][C:16]=1[O:22][CH3:23])([CH3:14])[CH3:13]. Product: [Cl:1][C:27]1[C:28]2[CH:29]=[N:30][CH:31]=[CH:32][C:33]=2[NH:34][C:26]=1[CH2:25][C:10]([OH:24])([CH2:11][C:12]([C:15]1[CH:20]=[C:19]([F:21])[CH:18]=[CH:17][C:16]=1[O:22][CH3:23])([CH3:14])[CH3:13])[C:9]([F:35])([F:8])[F:36]. The catalyst class is: 3. (4) Reactant: [NH:1]1[CH2:6][CH2:5][CH2:4][CH2:3][CH2:2]1.[F:7][C:8]([F:18])([F:17])[C:9]1[CH:16]=[CH:15][C:12]([CH:13]=O)=[CH:11][CH:10]=1.[C:19]([C:23]1[CH:28]=[C:27]([C:29]([CH3:32])([CH3:31])[CH3:30])[CH:26]=[CH:25][C:24]=1[OH:33])([CH3:22])([CH3:21])[CH3:20]. Product: [C:19]([C:23]1[CH:28]=[C:27]([C:29]([CH3:32])([CH3:31])[CH3:30])[CH:26]=[C:25]([CH:13]([N:1]2[CH2:6][CH2:5][CH2:4][CH2:3][CH2:2]2)[C:12]2[CH:15]=[CH:16][C:9]([C:8]([F:18])([F:17])[F:7])=[CH:10][CH:11]=2)[C:24]=1[OH:33])([CH3:22])([CH3:21])[CH3:20]. The catalyst class is: 11.